From a dataset of Full USPTO retrosynthesis dataset with 1.9M reactions from patents (1976-2016). Predict the reactants needed to synthesize the given product. (1) Given the product [CH3:9][C:5]1[CH:4]=[C:3]([NH:11][C:12]2[CH:17]=[CH:16][CH:15]=[CH:14][CH:13]=2)[C:2]([NH:11][C:12]2[CH:17]=[CH:16][CH:15]=[CH:14][CH:13]=2)=[CH:7][C:6]=1[CH3:8], predict the reactants needed to synthesize it. The reactants are: Br[C:2]1[CH:7]=[C:6]([CH3:8])[C:5]([CH3:9])=[CH:4][C:3]=1Br.[NH2:11][C:12]1[CH:17]=[CH:16][CH:15]=[CH:14][CH:13]=1. (2) Given the product [CH3:17][O:16][C:14](=[O:15])[O:1][N:2]1[C:3](=[O:12])[C:4]2[C:5](=[CH:8][CH:9]=[CH:10][CH:11]=2)[C:6]1=[O:7], predict the reactants needed to synthesize it. The reactants are: [OH:1][N:2]1[C:6](=[O:7])[C:5]2=[CH:8][CH:9]=[CH:10][CH:11]=[C:4]2[C:3]1=[O:12].Cl[C:14]([O:16][CH3:17])=[O:15].C(N(CC)CC)C.